From a dataset of Full USPTO retrosynthesis dataset with 1.9M reactions from patents (1976-2016). Predict the reactants needed to synthesize the given product. (1) Given the product [Cl:13][C:14]1[CH:19]=[CH:18][CH:17]=[C:16]([CH3:20])[C:15]=1[S:21]([NH:1][C:2]1[CH:11]=[CH:10][C:5]([C:6]([O:8][CH3:9])=[O:7])=[C:4]([OH:12])[CH:3]=1)(=[O:22])=[O:23], predict the reactants needed to synthesize it. The reactants are: [NH2:1][C:2]1[CH:3]=[C:4]([OH:12])[C:5](=[CH:10][CH:11]=1)[C:6]([O:8][CH3:9])=[O:7].[Cl:13][C:14]1[CH:19]=[CH:18][CH:17]=[C:16]([CH3:20])[C:15]=1[S:21](Cl)(=[O:23])=[O:22]. (2) The reactants are: [F:1][C:2]1[CH:3]=[C:4]2[C:9](=[CH:10][CH:11]=1)[O:8][C@@H:7]([C@H:12]1[CH2:16][O:15]C(C)(C)[O:13]1)[CH2:6][CH2:5]2.O. Given the product [F:1][C:2]1[CH:3]=[C:4]2[C:9](=[CH:10][CH:11]=1)[O:8][C@@H:7]([C@H:12]([OH:13])[CH2:16][OH:15])[CH2:6][CH2:5]2, predict the reactants needed to synthesize it. (3) Given the product [Br:12][C:11]1[CH:10]=[CH:9][C:4]([C:5]([O:7][CH3:8])=[O:6])=[C:3]([NH:13][CH2:14][CH2:15][CH2:16][Cl:17])[C:2]=1[NH:1][C:27](=[S:28])[NH:26][C:20]1[CH:21]=[CH:22][C:23]([Cl:25])=[CH:24][C:19]=1[Cl:18], predict the reactants needed to synthesize it. The reactants are: [NH2:1][C:2]1[C:3]([NH:13][CH2:14][CH2:15][CH2:16][Cl:17])=[C:4]([CH:9]=[CH:10][C:11]=1[Br:12])[C:5]([O:7][CH3:8])=[O:6].[Cl:18][C:19]1[CH:24]=[C:23]([Cl:25])[CH:22]=[CH:21][C:20]=1[N:26]=[C:27]=[S:28]. (4) The reactants are: Cl[C:2]1[C:3]([C:8]2[NH:12][C:11]3[CH:13]=[CH:14][CH:15]=[CH:16][C:10]=3[N:9]=2)=[N:4][CH:5]=[CH:6][N:7]=1.[CH3:17][NH:18][CH3:19]. Given the product [CH3:17][N:18]([CH3:19])[C:2]1[C:3]([C:8]2[NH:12][C:11]3[CH:13]=[CH:14][CH:15]=[CH:16][C:10]=3[N:9]=2)=[N:4][CH:5]=[CH:6][N:7]=1, predict the reactants needed to synthesize it. (5) The reactants are: Br[C:2]1[CH:3]=[C:4]([C:9]([OH:11])=O)[CH:5]=[N:6][C:7]=1Cl.[CH2:12]([O:14][CH2:15][CH2:16][OH:17])[CH3:13].[Cl:18][C:19]1[CH:24]=[CH:23][C:22](B(O)O)=[CH:21][CH:20]=1.[NH2:28][C@@H:29]1[CH2:34][CH2:33][CH2:32][CH2:31][C@H:30]1[OH:35]. Given the product [Cl:18][C:19]1[CH:24]=[CH:23][C:22]([C:2]2[C:7]([O:17][CH2:16][CH2:15][O:14][CH2:12][CH3:13])=[N:6][CH:5]=[C:4]([CH:3]=2)[C:9]([NH:28][C@@H:29]2[CH2:34][CH2:33][CH2:32][CH2:31][C@H:30]2[OH:35])=[O:11])=[CH:21][CH:20]=1, predict the reactants needed to synthesize it. (6) The reactants are: [CH2:1]([C:4]1[CH:5]=[N:6][C:7]([N:10]2[C@H:14]([CH2:15][O:16][CH2:17][C:18]3[CH:23]=[C:22]([F:24])[C:21]([F:25])=[CH:20][C:19]=3[F:26])[CH2:13][C@@H:12]([SH:27])[CH2:11]2)=[N:8][CH:9]=1)[CH2:2][CH3:3].F[C:29](F)(F)[C:30]([O-])=[O:31].C(Cl)(=O)C. Given the product [CH2:1]([C:4]1[CH:5]=[N:6][C:7]([N:10]2[C@H:14]([CH2:15][O:16][CH2:17][C:18]3[CH:23]=[C:22]([F:24])[C:21]([F:25])=[CH:20][C:19]=3[F:26])[CH2:13][C@@H:12]([S:27][C:30](=[O:31])[CH3:29])[CH2:11]2)=[N:8][CH:9]=1)[CH2:2][CH3:3], predict the reactants needed to synthesize it. (7) Given the product [Cl:1][C:2]1[CH:7]=[CH:6][C:5]([NH:8][C:9]([CH:11]2[CH2:20][CH2:19][C:18]3[C:13](=[CH:14][C:15]([OH:21])=[CH:16][CH:17]=3)[CH2:12]2)=[O:10])=[CH:4][C:3]=1[C:23]([F:24])([F:25])[F:26], predict the reactants needed to synthesize it. The reactants are: [Cl:1][C:2]1[CH:7]=[CH:6][C:5]([NH:8][C:9]([CH:11]2[CH2:20][CH2:19][C:18]3[C:13](=[CH:14][C:15]([O:21]C)=[CH:16][CH:17]=3)[CH2:12]2)=[O:10])=[CH:4][C:3]=1[C:23]([F:26])([F:25])[F:24].B(Br)(Br)Br. (8) Given the product [C:13]([O:12][C:10]([NH:1][C:2]1[CH:9]=[CH:8][C:5]([C:6]#[N:7])=[CH:4][CH:3]=1)=[O:11])([CH3:16])([CH3:15])[CH3:14], predict the reactants needed to synthesize it. The reactants are: [NH2:1][C:2]1[CH:9]=[CH:8][C:5]([C:6]#[N:7])=[CH:4][CH:3]=1.[C:10](O[C:10]([O:12][C:13]([CH3:16])([CH3:15])[CH3:14])=[O:11])([O:12][C:13]([CH3:16])([CH3:15])[CH3:14])=[O:11].